This data is from Reaction yield outcomes from USPTO patents with 853,638 reactions. The task is: Predict the reaction yield, written as a fraction of the theoretical maximum amount of product (1.0 means a 100% yield; for example, 0.34 means a 34% yield). (1) The reactants are Br[C:2]1[CH:7]=[CH:6][C:5]([P:8](=[O:23])([C:16]2[CH:21]=[CH:20][C:19](Br)=[CH:18][CH:17]=2)[C:9]2[CH:14]=[CH:13][C:12](Br)=[CH:11][CH:10]=2)=[CH:4][CH:3]=1.[CH2:24]=[CH:25][CH2:26][CH2:27][CH2:28][CH2:29][CH2:30][CH2:31][CH2:32][CH2:33][CH2:34][CH2:35][CH2:36][CH2:37][CH2:38][CH3:39].[CH3:40][C:41]([O-])=O.[Na+]. The catalyst is CN(C=O)C. The product is [CH:24]([C:2]1[CH:7]=[CH:6][C:5]([P:8](=[O:23])([C:16]2[CH:21]=[CH:20][C:19]([CH:24]=[CH:25][CH2:26][CH2:27][CH2:28][CH2:29][CH2:30][CH2:31][CH2:32][CH2:33][CH2:34][CH2:35][CH2:36][CH2:37][CH2:41][CH3:40])=[CH:18][CH:17]=2)[C:9]2[CH:14]=[CH:13][C:12]([CH:24]=[CH:25][CH2:26][CH2:27][CH2:28][CH2:29][CH2:30][CH2:31][CH2:32][CH2:33][CH2:34][CH2:35][CH2:36][CH2:37][CH2:38][CH3:39])=[CH:11][CH:10]=2)=[CH:4][CH:3]=1)=[CH:25][CH2:26][CH2:27][CH2:28][CH2:29][CH2:30][CH2:31][CH2:32][CH2:33][CH2:34][CH2:35][CH2:36][CH2:37][CH2:38][CH3:39]. The yield is 0.860. (2) The reactants are [F:1][C:2]([F:19])([F:18])[C:3]1[CH:4]=[CH:5][C:6]2[O:10][C:9]([C@H:11]3[O:15][CH:14]([OH:16])[CH2:13][CH2:12]3)=[CH:8][C:7]=2[CH:17]=1.N1C=CN=C1.[Si:25](Cl)([C:28]([CH3:31])([CH3:30])[CH3:29])([CH3:27])[CH3:26]. The catalyst is C(Cl)Cl.C(OCC)(=O)C. The product is [F:19][C:2]([F:1])([F:18])[C:3]1[CH:4]=[CH:5][C:6]2[O:10][C:9]([C@H:11]3[O:15][CH:14]([O:16][Si:25]([CH3:27])([CH3:26])[C:28]([CH3:31])([CH3:30])[CH3:29])[CH2:13][CH2:12]3)=[CH:8][C:7]=2[CH:17]=1. The yield is 1.00. (3) The reactants are [CH3:1][O:2][C:3]1[N:11]=[CH:10][CH:9]=[CH:8][C:4]=1[C:5]([OH:7])=O.CN1CCOCC1.C(OC(Cl)=O)C.[N+:25]([C:28]1[CH:33]=[CH:32][C:31]([C:34](=[O:36])[CH3:35])=[CH:30][CH:29]=1)([O-:27])=[O:26].C[Si]([N-][Si](C)(C)C)(C)C.[Li+].[NH4+].[Cl-]. The catalyst is C1COCC1.C(OCC)(=O)C.O. The product is [CH3:1][O:2][C:3]1[C:4]([C:5](=[O:7])[CH2:35][C:34]([C:31]2[CH:30]=[CH:29][C:28]([N+:25]([O-:27])=[O:26])=[CH:33][CH:32]=2)=[O:36])=[CH:8][CH:9]=[CH:10][N:11]=1. The yield is 0.620. (4) The reactants are [BH4-].[Na+].[S:3]1[CH:7]=[CH:6][CH:5]=[C:4]1[C:8]1[CH:12]=[C:11]([CH:13]=[O:14])[NH:10][N:9]=1.O.[Br:16]N1C(=O)CCC1=O. The catalyst is CO.[O-2].[O-2].[Mn+4]. The product is [Br:16][C:12]1[C:8]([C:4]2[S:3][CH:7]=[CH:6][CH:5]=2)=[N:9][NH:10][C:11]=1[CH:13]=[O:14]. The yield is 0.370. (5) The reactants are C(O)(C(F)(F)F)=O.C(OC([N:15]1[CH2:20][C@@H:19]2[CH2:21][C@H:16]1[CH2:17][N:18]2[CH2:22][C:23]1[N:24]([CH3:49])[C:25]2[C:30]([N:31]=1)=[C:29]([N:32]1[CH2:37][CH2:36][O:35][CH2:34][CH2:33]1)[N:28]=[C:27]([N:38]1[C:42]3[CH:43]=[CH:44][CH:45]=[CH:46][C:41]=3[N:40]=[C:39]1[CH2:47][CH3:48])[N:26]=2)=O)(C)(C)C. The catalyst is C(Cl)Cl. The product is [C@H:19]12[CH2:21][C@H:16]([NH:15][CH2:20]1)[CH2:17][N:18]2[CH2:22][C:23]1[N:24]([CH3:49])[C:25]2[C:30]([N:31]=1)=[C:29]([N:32]1[CH2:37][CH2:36][O:35][CH2:34][CH2:33]1)[N:28]=[C:27]([N:38]1[C:42]3[CH:43]=[CH:44][CH:45]=[CH:46][C:41]=3[N:40]=[C:39]1[CH2:47][CH3:48])[N:26]=2. The yield is 0.630. (6) The reactants are [F:1][C:2]1[CH:3]=[C:4]([C:10]2[C:15]([C:16]3[CH:21]=[CH:20][C:19]([O:22][CH3:23])=[CH:18][CH:17]=3)=[N:14][NH:13][C:12](=[O:24])[CH:11]=2)[CH:5]=[CH:6][C:7]=1[O:8][CH3:9].[CH2:25](I)[CH3:26]. No catalyst specified. The product is [CH2:25]([N:13]1[C:12](=[O:24])[CH:11]=[C:10]([C:4]2[CH:5]=[CH:6][C:7]([O:8][CH3:9])=[C:2]([F:1])[CH:3]=2)[C:15]([C:16]2[CH:17]=[CH:18][C:19]([O:22][CH3:23])=[CH:20][CH:21]=2)=[N:14]1)[CH3:26]. The yield is 0.978.